From a dataset of Forward reaction prediction with 1.9M reactions from USPTO patents (1976-2016). Predict the product of the given reaction. (1) Given the reactants [CH3:1][O:2][C:3]([CH3:14])([CH3:13])[CH2:4][N:5]1[CH:9]=[CH:8][C:7]([N+:10]([O-])=O)=[N:6]1.[H][H], predict the reaction product. The product is: [CH3:1][O:2][C:3]([CH3:14])([CH3:13])[CH2:4][N:5]1[CH:9]=[CH:8][C:7]([NH2:10])=[N:6]1. (2) Given the reactants B(Br)(Br)Br.[Cl:5][C:6]1[N:10]([CH2:11][N:12]2[CH2:16][CH:15]([CH2:17][CH2:18][CH3:19])[CH2:14][C:13]2=[O:20])[C:9]2[CH:21]=[C:22]([O:25]C)[CH:23]=[CH:24][C:8]=2[N:7]=1.C([O-])(O)=O.[Na+], predict the reaction product. The product is: [Cl:5][C:6]1[N:10]([CH2:11][N:12]2[CH2:16][CH:15]([CH2:17][CH2:18][CH3:19])[CH2:14][C:13]2=[O:20])[C:9]2[CH:21]=[C:22]([OH:25])[CH:23]=[CH:24][C:8]=2[N:7]=1. (3) The product is: [OH:32][C:33]1([C:11]2[S:12][C:8]([C:6]3[CH:7]=[C:2]([CH3:1])[CH:3]=[C:4]([NH:13][C:14]4[CH:19]=[C:18]([C:20]([F:23])([F:21])[F:22])[CH:17]=[CH:16][N:15]=4)[N:5]=3)=[CH:9][N:10]=2)[C:41]2[C:36](=[CH:37][C:38]([C:42]([O:44][CH3:45])=[O:43])=[CH:39][CH:40]=2)[CH2:35][CH2:34]1. Given the reactants [CH3:1][C:2]1[CH:7]=[C:6]([C:8]2[S:12][CH:11]=[N:10][CH:9]=2)[N:5]=[C:4]([NH:13][C:14]2[CH:19]=[C:18]([C:20]([F:23])([F:22])[F:21])[CH:17]=[CH:16][N:15]=2)[CH:3]=1.[Li+].CC([N-]C(C)C)C.[O:32]=[C:33]1[C:41]2[C:36](=[CH:37][C:38]([C:42]([O:44][CH3:45])=[O:43])=[CH:39][CH:40]=2)[CH2:35][CH2:34]1, predict the reaction product. (4) Given the reactants N([O-])=O.[Na+].N[C:6]1[CH:7]=[C:8]2[C:13](=[CH:14][CH:15]=1)[N:12]=[C:11]([C:16]([O:18][CH2:19][CH3:20])=[O:17])[CH:10]=[N:9]2.[I-:21].[K+].C(=O)(O)[O-].[Na+], predict the reaction product. The product is: [I:21][C:6]1[CH:7]=[C:8]2[C:13](=[CH:14][CH:15]=1)[N:12]=[C:11]([C:16]([O:18][CH2:19][CH3:20])=[O:17])[CH:10]=[N:9]2. (5) Given the reactants [F:1][C:2]1[CH:3]=[CH:4][C:5]([N+:11]([O-:13])=[O:12])=[C:6]2[C:10]=1[NH:9][N:8]=[CH:7]2.CC([O-])(C)C.[Na+].Cl[CH2:21][O:22][CH3:23], predict the reaction product. The product is: [F:1][C:2]1[C:10]2[C:6](=[CH:7][N:8]([CH2:21][O:22][CH3:23])[N:9]=2)[C:5]([N+:11]([O-:13])=[O:12])=[CH:4][CH:3]=1. (6) Given the reactants [OH:1][C:2]1[C:3](=[O:16])[N:4]([CH3:15])[C:5]2[C:10]([C:11]=1[C:12](Cl)=[O:13])=[CH:9][CH:8]=[CH:7][CH:6]=2.[NH2:17][C@H:18]([C:20]1[CH:21]=[C:22]([N:26]2[CH2:31][CH2:30][N:29]([C:32]([O:34][CH2:35][C:36]3[CH:41]=[CH:40][CH:39]=[CH:38][CH:37]=3)=[O:33])[CH2:28][CH2:27]2)[CH:23]=[CH:24][CH:25]=1)[CH3:19], predict the reaction product. The product is: [OH:1][C:2]1[C:3](=[O:16])[N:4]([CH3:15])[C:5]2[C:10]([C:11]=1[C:12]([NH:17][C@H:18]([C:20]1[CH:21]=[C:22]([N:26]3[CH2:27][CH2:28][N:29]([C:32]([O:34][CH2:35][C:36]4[CH:41]=[CH:40][CH:39]=[CH:38][CH:37]=4)=[O:33])[CH2:30][CH2:31]3)[CH:23]=[CH:24][CH:25]=1)[CH3:19])=[O:13])=[CH:9][CH:8]=[CH:7][CH:6]=2. (7) Given the reactants [NH2:1][C:2]1[N:6]([C:7]2[N:12]=[C:11]([N:13]3[CH2:18][CH2:17][O:16][CH2:15][CH2:14]3)[N:10]=[C:9]([N:19]3[CH2:24][CH2:23][O:22][CH2:21][CH2:20]3)[N:8]=2)[C:5]2[CH:25]=[CH:26][CH:27]=[CH:28][C:4]=2[N:3]=1.[C:29](O)(=[O:31])[CH3:30].C1CCC(N=C=NC2CCCCC2)CC1.C(Cl)(Cl)Cl, predict the reaction product. The product is: [C:29]([NH:1][C:2]1[N:6]([C:7]2[N:8]=[C:9]([N:19]3[CH2:20][CH2:21][O:22][CH2:23][CH2:24]3)[N:10]=[C:11]([N:13]3[CH2:14][CH2:15][O:16][CH2:17][CH2:18]3)[N:12]=2)[C:5]2[CH:25]=[CH:26][CH:27]=[CH:28][C:4]=2[N:3]=1)(=[O:31])[CH3:30]. (8) Given the reactants [F:1][C:2]1[CH:3]=[C:4]([CH:6]=[CH:7][C:8]=1[N:9]1[CH2:14][CH2:13][O:12][CH2:11][CH2:10]1)[NH2:5].C[Al](C)C.C[O:20][C:21](=O)/[CH:22]=[C:23](\[NH:25][C:26](=O)[CH2:27][O:28][C:29]1[CH:34]=[C:33]([F:35])[CH:32]=[C:31]([F:36])[CH:30]=1)/[CH3:24], predict the reaction product. The product is: [F:35][C:33]1[CH:34]=[C:29]([CH:30]=[C:31]([F:36])[CH:32]=1)[O:28][CH2:27][C:26]1[N:5]([C:4]2[CH:6]=[CH:7][C:8]([N:9]3[CH2:14][CH2:13][O:12][CH2:11][CH2:10]3)=[C:2]([F:1])[CH:3]=2)[C:21](=[O:20])[CH:22]=[C:23]([CH3:24])[N:25]=1. (9) Given the reactants [CH2:1]([S:4][C:5]1[N:13]=[C:12]2[C:8]([N:9]=[CH:10][N:11]2[C@@H:14]2[O:26][C@H:25]([CH2:27][O:28]C(=O)C)[C@@H:20]([O:21]C(=O)C)[C@H:15]2[O:16]C(=O)C)=[C:7](Cl)[N:6]=1)[CH2:2][CH3:3].[C:33]1([CH2:39][CH2:40][NH2:41])[CH:38]=[CH:37][CH:36]=[CH:35][CH:34]=1, predict the reaction product. The product is: [CH2:1]([S:4][C:5]1[N:13]=[C:12]2[C:8]([N:9]=[CH:10][N:11]2[C@@H:14]2[O:26][C@H:25]([CH2:27][OH:28])[C@@H:20]([OH:21])[C@H:15]2[OH:16])=[C:7]([NH:41][CH2:40][CH2:39][C:33]2[CH:38]=[CH:37][CH:36]=[CH:35][CH:34]=2)[N:6]=1)[CH2:2][CH3:3].